This data is from Reaction yield outcomes from USPTO patents with 853,638 reactions. The task is: Predict the reaction yield, written as a fraction of the theoretical maximum amount of product (1.0 means a 100% yield; for example, 0.34 means a 34% yield). (1) The reactants are [CH3:1][N:2]1[C:7](=[O:8])[C:6]([NH:9][C:10]2[CH:15]=[CH:14][C:13]([N:16]3[CH2:21][CH2:20][N:19]([CH:22]4[CH2:25][O:24][CH2:23]4)[CH2:18][CH2:17]3)=[CH:12][N:11]=2)=[CH:5][C:4]([C:26]2[CH:27]=[N:28][CH:29]=[C:30]([N:34]3[C:46](=[O:47])[C:45]4[S:44][C:43]5[CH2:42][CH2:41][CH2:40][CH2:39][C:38]=5[C:37]=4[CH2:36][CH2:35]3)[C:31]=2[CH:32]=[O:33])=[CH:3]1.[BH4-].[Na+]. The catalyst is CO. The product is [OH:33][CH2:32][C:31]1[C:30]([N:34]2[C:46](=[O:47])[C:45]3[S:44][C:43]4[CH2:42][CH2:41][CH2:40][CH2:39][C:38]=4[C:37]=3[CH2:36][CH2:35]2)=[CH:29][N:28]=[CH:27][C:26]=1[C:4]1[CH:5]=[C:6]([NH:9][C:10]2[CH:15]=[CH:14][C:13]([N:16]3[CH2:17][CH2:18][N:19]([CH:22]4[CH2:25][O:24][CH2:23]4)[CH2:20][CH2:21]3)=[CH:12][N:11]=2)[C:7](=[O:8])[N:2]([CH3:1])[CH:3]=1. The yield is 0.650. (2) The reactants are [Cl:1][C:2]1[CH:3]=[C:4]2[C:8](=[C:9]([C:11]([O:13][CH3:14])=[O:12])[CH:10]=1)[NH:7][CH:6]=[C:5]2[CH3:15].[H-].[Na+].[I-].[K+].Br[CH2:21][CH:22]([O:25][CH3:26])[O:23][CH3:24]. The catalyst is CN(C=O)C. The product is [Cl:1][C:2]1[CH:3]=[C:4]2[C:8](=[C:9]([C:11]([O:13][CH3:14])=[O:12])[CH:10]=1)[N:7]([CH2:21][CH:22]([O:25][CH3:26])[O:23][CH3:24])[CH:6]=[C:5]2[CH3:15]. The yield is 0.680. (3) The reactants are [C:1]([C:3]([CH3:33])([CH3:32])[C:4]1[CH:5]=[C:6]([CH:29]=[CH:30][CH:31]=1)[C:7]([NH:9][C:10]1[CH:15]=[CH:14][C:13]([CH3:16])=[C:12]([NH:17][C:18]2[C:27]3[C:22](=[CH:23][C:24]([OH:28])=[CH:25][CH:26]=3)[N:21]=[CH:20][N:19]=2)[CH:11]=1)=[O:8])#[N:2].[Br:34][CH2:35][CH2:36]Br.C([O-])([O-])=O.[K+].[K+]. The catalyst is CC(C)=O.O1CCOCC1.CN(C=O)C. The product is [Br:34][CH2:35][CH2:36][O:28][C:24]1[CH:23]=[C:22]2[C:27]([C:18]([NH:17][C:12]3[CH:11]=[C:10]([NH:9][C:7](=[O:8])[C:6]4[CH:29]=[CH:30][CH:31]=[C:4]([C:3]([C:1]#[N:2])([CH3:33])[CH3:32])[CH:5]=4)[CH:15]=[CH:14][C:13]=3[CH3:16])=[N:19][CH:20]=[N:21]2)=[CH:26][CH:25]=1. The yield is 0.780. (4) The reactants are Br[Mg][C:3]#[CH:4].[C:5]([O:9][C:10]([N:12]([CH3:29])[CH2:13][CH:14]([O:21][Si:22]([C:25]([CH3:28])([CH3:27])[CH3:26])([CH3:24])[CH3:23])[C:15](=[O:20])[C:16]([O:18][CH3:19])=[O:17])=[O:11])([CH3:8])([CH3:7])[CH3:6]. The catalyst is C1COCC1. The product is [C:5]([O:9][C:10]([N:12]([CH3:29])[CH2:13][CH:14]([C:15]([OH:20])([C:3]#[CH:4])[C:16]([O:18][CH3:19])=[O:17])[O:21][Si:22]([C:25]([CH3:26])([CH3:27])[CH3:28])([CH3:24])[CH3:23])=[O:11])([CH3:6])([CH3:7])[CH3:8]. The yield is 0.740. (5) The reactants are [Br:1][C:2]1[CH:3]=[C:4]([CH3:20])[C:5]2[N:9]=[C:8]([C:10]3[C:11]([O:17]C)=[N:12][CH:13]=[CH:14][C:15]=3I)[NH:7][C:6]=2[CH:19]=1.[ClH:21]. The catalyst is O1CCOCC1. The product is [Br:1][C:2]1[CH:3]=[C:4]([CH3:20])[C:5]2[N:9]=[C:8]([C:10]3[C:11](=[O:17])[NH:12][CH:13]=[CH:14][C:15]=3[Cl:21])[NH:7][C:6]=2[CH:19]=1. The yield is 1.00. (6) The reactants are [NH:1]1[CH2:4][CH:3]([C:5]2[CH:6]=[CH:7][C:8]3[O:17][CH2:16][CH2:15][C:14]4[S:13][C:12]([C:18]5[N:19]([CH:23]([CH3:25])[CH3:24])[N:20]=[CH:21][N:22]=5)=[N:11][C:10]=4[C:9]=3[CH:26]=2)[CH2:2]1.Cl[CH2:28][CH2:29][S:30](Cl)(=[O:32])=[O:31].[OH-:34].[Na+]. The catalyst is C1COCC1. The product is [CH:23]([N:19]1[C:18]([C:12]2[S:13][C:14]3[CH2:15][CH2:16][O:17][C:8]4[CH:7]=[CH:6][C:5]([CH:3]5[CH2:4][N:1]([S:30]([CH2:29][CH2:28][OH:34])(=[O:32])=[O:31])[CH2:2]5)=[CH:26][C:9]=4[C:10]=3[N:11]=2)=[N:22][CH:21]=[N:20]1)([CH3:24])[CH3:25]. The yield is 0.230.